From a dataset of NCI-60 drug combinations with 297,098 pairs across 59 cell lines. Regression. Given two drug SMILES strings and cell line genomic features, predict the synergy score measuring deviation from expected non-interaction effect. (1) Drug 1: CC12CCC(CC1=CCC3C2CCC4(C3CC=C4C5=CN=CC=C5)C)O. Drug 2: C1=NC2=C(N1)C(=S)N=CN2. Cell line: M14. Synergy scores: CSS=5.93, Synergy_ZIP=-11.7, Synergy_Bliss=-20.1, Synergy_Loewe=-30.7, Synergy_HSA=-20.1. (2) Drug 1: CC12CCC3C(C1CCC2O)C(CC4=C3C=CC(=C4)O)CCCCCCCCCS(=O)CCCC(C(F)(F)F)(F)F. Drug 2: C1=NNC2=C1C(=O)NC=N2. Cell line: RPMI-8226. Synergy scores: CSS=16.9, Synergy_ZIP=-7.21, Synergy_Bliss=-2.44, Synergy_Loewe=-6.68, Synergy_HSA=-0.337. (3) Drug 1: CC1C(C(=O)NC(C(=O)N2CCCC2C(=O)N(CC(=O)N(C(C(=O)O1)C(C)C)C)C)C(C)C)NC(=O)C3=C4C(=C(C=C3)C)OC5=C(C(=O)C(=C(C5=N4)C(=O)NC6C(OC(=O)C(N(C(=O)CN(C(=O)C7CCCN7C(=O)C(NC6=O)C(C)C)C)C)C(C)C)C)N)C. Drug 2: C1=CN(C(=O)N=C1N)C2C(C(C(O2)CO)O)O.Cl. Cell line: UACC-257. Synergy scores: CSS=2.71, Synergy_ZIP=-1.97, Synergy_Bliss=1.96, Synergy_Loewe=-3.19, Synergy_HSA=-0.993. (4) Drug 2: C1CNP(=O)(OC1)N(CCCl)CCCl. Synergy scores: CSS=-2.02, Synergy_ZIP=-0.899, Synergy_Bliss=-3.21, Synergy_Loewe=-4.82, Synergy_HSA=-3.59. Drug 1: C1CC(=O)NC(=O)C1N2CC3=C(C2=O)C=CC=C3N. Cell line: NCI-H522. (5) Synergy scores: CSS=13.9, Synergy_ZIP=-0.887, Synergy_Bliss=-3.32, Synergy_Loewe=3.04, Synergy_HSA=2.20. Drug 1: CN(C)N=NC1=C(NC=N1)C(=O)N. Cell line: KM12. Drug 2: CC1=C(C(=CC=C1)Cl)NC(=O)C2=CN=C(S2)NC3=CC(=NC(=N3)C)N4CCN(CC4)CCO.